Dataset: Peptide-MHC class II binding affinity with 134,281 pairs from IEDB. Task: Regression. Given a peptide amino acid sequence and an MHC pseudo amino acid sequence, predict their binding affinity value. This is MHC class II binding data. (1) The peptide sequence is AINIFNVEKYGAVGD. The MHC is DRB1_0301 with pseudo-sequence DRB1_0301. The binding affinity (normalized) is 0.120. (2) The peptide sequence is GSFIIDGKSRKECPF. The MHC is DRB1_0404 with pseudo-sequence DRB1_0404. The binding affinity (normalized) is 0.248. (3) The peptide sequence is WTGGGSDKALAAATP. The MHC is DRB3_0101 with pseudo-sequence DRB3_0101. The binding affinity (normalized) is 0. (4) The peptide sequence is AFNVENGNATPQLTK. The MHC is DRB1_0401 with pseudo-sequence DRB1_0401. The binding affinity (normalized) is 0.401. (5) The peptide sequence is CDDALIEGITLLNAK. The MHC is HLA-DPA10201-DPB10501 with pseudo-sequence HLA-DPA10201-DPB10501. The binding affinity (normalized) is 0.370. (6) The peptide sequence is SHHYIRVGNETGLEL. The MHC is H-2-IAb with pseudo-sequence H-2-IAb. The binding affinity (normalized) is 0. (7) The peptide sequence is KGYMFESKSMKLRTQI. The MHC is DRB1_1101 with pseudo-sequence DRB1_1101. The binding affinity (normalized) is 0.677.